From a dataset of Catalyst prediction with 721,799 reactions and 888 catalyst types from USPTO. Predict which catalyst facilitates the given reaction. Reactant: C(OC(=O)[NH:7][C:8]([CH2:37][O:38]COC)([CH3:36])[CH2:9][CH2:10][C:11]1[CH:16]=[CH:15][C:14]([O:17][CH2:18][CH2:19][CH2:20][C:21]2[CH:26]=[CH:25][C:24]([O:27][C:28]([F:31])([F:30])[F:29])=[CH:23][CH:22]=2)=[C:13]([C:32]([F:35])([F:34])[F:33])[CH:12]=1)(C)(C)C.[ClH:43]. Product: [ClH:43].[NH2:7][C:8]([CH3:36])([CH2:9][CH2:10][C:11]1[CH:16]=[CH:15][C:14]([O:17][CH2:18][CH2:19][CH2:20][C:21]2[CH:26]=[CH:25][C:24]([O:27][C:28]([F:29])([F:30])[F:31])=[CH:23][CH:22]=2)=[C:13]([C:32]([F:33])([F:34])[F:35])[CH:12]=1)[CH2:37][OH:38]. The catalyst class is: 8.